From a dataset of Full USPTO retrosynthesis dataset with 1.9M reactions from patents (1976-2016). Predict the reactants needed to synthesize the given product. The reactants are: Cl[C:2]1[N:7]=[C:6]([CH3:8])[C:5]([N+:9]([O-])=O)=[CH:4][CH:3]=1.[NH:12]1[CH2:16][CH2:15][C@@H:14]([OH:17])[CH2:13]1. Given the product [NH2:9][C:5]1[CH:4]=[CH:3][C:2]([N:12]2[CH2:16][CH2:15][C@@H:14]([OH:17])[CH2:13]2)=[N:7][C:6]=1[CH3:8], predict the reactants needed to synthesize it.